This data is from Full USPTO retrosynthesis dataset with 1.9M reactions from patents (1976-2016). The task is: Predict the reactants needed to synthesize the given product. (1) Given the product [CH2:17]([CH:3]([CH2:1][CH3:2])[CH:4]([C:6]1[O:7][C:8]2[CH:15]=[CH:14][C:13]([F:16])=[CH:12][C:9]=2[C:10]=1[CH3:11])[OH:5])[CH3:18], predict the reactants needed to synthesize it. The reactants are: [CH2:1]([CH:3]([CH2:17][CH3:18])[C:4]([C:6]1[O:7][C:8]2[CH:15]=[CH:14][C:13]([F:16])=[CH:12][C:9]=2[C:10]=1[CH3:11])=[O:5])[CH3:2].[BH4-].[Na+].O. (2) Given the product [C:1]([N:5]1[CH2:37][CH2:38][CH2:39][N:33]([C:12](=[O:11])[CH:19]=[CH2:16])[CH2:34][CH2:35]1)(=[O:4])[CH:2]=[CH2:3], predict the reactants needed to synthesize it. The reactants are: [C:1]([NH2:5])(=[O:4])[CH:2]=[CH2:3].C(N)(=O)C=C.[O:11]=[C:12]1[CH2:19][C:16](C)(C)CC(C)=C1.CC1(C)CC(CN)(C)CC(N)C1.[NH:33]1[CH2:39][CH2:38][CH2:37]N[CH2:35][CH2:34]1.C(Cl)(=O)C=C. (3) Given the product [Cl:1][C:2]1[C:7]([CH:8]=[O:30])=[CH:6][C:5]([C:10]#[N:11])=[CH:4][C:3]=1[NH:12][C:13]1[N:18]=[C:17]([NH:19][CH:20]2[CH2:22][CH2:21]2)[C:16]2=[N:23][CH:24]=[C:25]([C:26]#[N:27])[N:15]2[N:14]=1, predict the reactants needed to synthesize it. The reactants are: [Cl:1][C:2]1[C:7]([CH:8]=C)=[CH:6][C:5]([C:10]#[N:11])=[CH:4][C:3]=1[NH:12][C:13]1[N:18]=[C:17]([NH:19][CH:20]2[CH2:22][CH2:21]2)[C:16]2=[N:23][CH:24]=[C:25]([C:26]#[N:27])[N:15]2[N:14]=1.O.I([O-])(=O)(=O)=[O:30].[Na+]. (4) Given the product [CH2:1]([O:8][C@H:9]1[CH2:12][C@H:11]([I:18])[CH2:10]1)[C:2]1[CH:7]=[CH:6][CH:5]=[CH:4][CH:3]=1, predict the reactants needed to synthesize it. The reactants are: [CH2:1]([O:8][C@@H:9]1[CH2:12][C@H:11](OS(C)(=O)=O)[CH2:10]1)[C:2]1[CH:7]=[CH:6][CH:5]=[CH:4][CH:3]=1.[I-:18].[Na+]. (5) Given the product [F:18][C:15]([C:13]1[CH:14]=[CH:9][N:8]=[C:11]([NH:19][C:20](=[O:28])[O:21][C:22]2[CH:23]=[CH:24][CH:25]=[CH:26][CH:27]=2)[CH:12]=1)([F:17])[CH3:30], predict the reactants needed to synthesize it. The reactants are: CN1CCC([NH:8][C:9]2C=[C:11]([NH:19][C:20](=[O:28])[O:21][C:22]3[CH:27]=[CH:26][CH:25]=[CH:24][CH:23]=3)[CH:12]=[C:13]([C:15]([F:18])([F:17])F)[CH:14]=2)CC1.N1C=CC=C[CH:30]=1.ClC(OC1C=CC=CC=1)=O.